This data is from Reaction yield outcomes from USPTO patents with 853,638 reactions. The task is: Predict the reaction yield, written as a fraction of the theoretical maximum amount of product (1.0 means a 100% yield; for example, 0.34 means a 34% yield). (1) The product is [C:14]([C:13]1[C:8]2[N:9]([CH:22]=[C:6]([C:4]([OH:5])=[O:3])[N:7]=2)[CH:10]=[C:11]([C:16]2[CH:17]=[CH:18][CH:19]=[CH:20][CH:21]=2)[CH:12]=1)#[N:15]. The reactants are C([O:3][C:4]([C:6]1[N:7]=[C:8]2[C:13]([C:14]#[N:15])=[CH:12][C:11]([C:16]3[CH:21]=[CH:20][CH:19]=[CH:18][CH:17]=3)=[CH:10][N:9]2[CH:22]=1)=[O:5])C.[OH-].[Na+]. The yield is 0.580. The catalyst is CCO.C1COCC1. (2) The reactants are Cl[C:2]1[N:3]=[C:4]([N:13]2[CH2:18][CH2:17][O:16][CH2:15][CH2:14]2)[C:5]2[S:10][C:9]([CH2:11][NH2:12])=[CH:8][C:6]=2[N:7]=1.[CH3:19][O:20][C:21]1[CH:26]=[CH:25][C:24]([CH2:27][C:28](Cl)=[O:29])=[CH:23][CH:22]=1.CC1(C)C(C)(C)OB([C:39]2[CH:47]=[CH:46][CH:45]=[C:44]3[C:40]=2[CH:41]=[N:42][NH:43]3)O1. No catalyst specified. The product is [NH:43]1[C:44]2[C:40](=[C:39]([C:2]3[N:3]=[C:4]([N:13]4[CH2:18][CH2:17][O:16][CH2:15][CH2:14]4)[C:5]4[S:10][C:9]([CH2:11][NH:12][C:28](=[O:29])[CH2:27][C:24]5[CH:25]=[CH:26][C:21]([O:20][CH3:19])=[CH:22][CH:23]=5)=[CH:8][C:6]=4[N:7]=3)[CH:47]=[CH:46][CH:45]=2)[CH:41]=[N:42]1. The yield is 0.420. (3) The reactants are [CH3:1][C:2]1[CH:11]=[CH:10][C:9]2[C:4](=[C:5]([CH:12]([CH3:17])[C:13]([O:15][CH3:16])=[O:14])[CH:6]=[CH:7][CH:8]=2)[N:3]=1.[CH3:18][Si]([N-][Si](C)(C)C)(C)C.[Li+].IC.O. The catalyst is C1COCC1.CCOCC. The product is [CH3:17][C:12]([C:5]1[CH:6]=[CH:7][CH:8]=[C:9]2[C:4]=1[N:3]=[C:2]([CH3:1])[CH:11]=[CH:10]2)([CH3:18])[C:13]([O:15][CH3:16])=[O:14]. The yield is 0.439. (4) The reactants are [CH3:1][C:2]1[O:6][N:5]=[C:4]([C:7]2[CH:12]=[CH:11][CH:10]=[CH:9][CH:8]=2)[C:3]=1[C:13]([NH:15][NH2:16])=[O:14].[Cl:17][C:18]1[CH:26]=[CH:25][C:21]([C:22](O)=O)=[CH:20][N:19]=1.[Cl-].ClC1N(C)C=C[N+]=1C.C(N(CC)C(C)C)(C)C. The catalyst is ClCCl. The product is [Cl:17][C:18]1[CH:26]=[CH:25][C:21]([C:22]2[O:14][C:13]([C:3]3[C:4]([C:7]4[CH:12]=[CH:11][CH:10]=[CH:9][CH:8]=4)=[N:5][O:6][C:2]=3[CH3:1])=[N:15][N:16]=2)=[CH:20][N:19]=1. The yield is 0.610. (5) The reactants are [C:1]([C:3]1[CH:8]=[CH:7][C:6]([C:9]2[O:13][CH:12]=[N:11][C:10]=2[C:14](OCC)=[O:15])=[CH:5][CH:4]=1)#[N:2].CC(C[AlH]CC(C)C)C. The catalyst is C1COCC1.C1(C)C=CC=CC=1. The product is [CH:14]([C:10]1[N:11]=[CH:12][O:13][C:9]=1[C:6]1[CH:7]=[CH:8][C:3]([C:1]#[N:2])=[CH:4][CH:5]=1)=[O:15]. The yield is 0.860. (6) The reactants are [I:1][C:2]1[C:10]2[C:5](=[N:6][CH:7]=[C:8]([C:11]3[CH:12]=[C:13]([C:17]([N:19]4[CH2:24][CH2:23][O:22][CH2:21][CH2:20]4)=[O:18])[CH:14]=[CH:15][CH:16]=3)[CH:9]=2)[NH:4][CH:3]=1.[C:25]1([CH3:35])[CH:30]=[CH:29][C:28]([S:31](Cl)(=[O:33])=[O:32])=[CH:27][CH:26]=1.[OH-].[K+].[OH-].C([N+](CCCC)(CCCC)CCCC)CCC. The catalyst is C1(C)C=CC=CC=1.O. The product is [I:1][C:2]1[C:10]2[C:5](=[N:6][CH:7]=[C:8]([C:11]3[CH:12]=[C:13]([C:17]([N:19]4[CH2:20][CH2:21][O:22][CH2:23][CH2:24]4)=[O:18])[CH:14]=[CH:15][CH:16]=3)[CH:9]=2)[N:4]([S:31]([C:28]2[CH:29]=[CH:30][C:25]([CH3:35])=[CH:26][CH:27]=2)(=[O:33])=[O:32])[CH:3]=1. The yield is 0.740. (7) The reactants are [Br:1][C:2]1[CH:7]=[CH:6][C:5]([NH:8][C:9]2[C:10]([C:24]([OH:26])=O)=[CH:11][C:12]3[N:16]([CH2:17][CH2:18][CH2:19][CH:20]=[CH2:21])[CH:15]=[N:14][C:13]=3[C:22]=2[F:23])=[C:4]([CH3:27])[CH:3]=1.CCN(C(C)C)C(C)C.C1CN([P+](ON2N=NC3C=[CH:58][CH:59]=[CH:60][C:55]2=3)(N2CCCC2)N2CCCC2)CC1.F[P-](F)(F)(F)(F)F.Cl.C1([N:74](C)[OH:75])CC1. The catalyst is C1COCC1.C(Cl)Cl.C(OCC)(=O)C. The product is [CH:59]1([CH2:58][O:75][NH:74][C:24]([C:10]2[C:9]([NH:8][C:5]3[CH:6]=[CH:7][C:2]([Br:1])=[CH:3][C:4]=3[CH3:27])=[C:22]([F:23])[C:13]3[N:14]=[CH:15][N:16]([CH2:17][CH2:18][CH2:19][CH:20]=[CH2:21])[C:12]=3[CH:11]=2)=[O:26])[CH2:60][CH2:55]1. The yield is 0.700.